Predict the reaction yield, written as a fraction of the theoretical maximum amount of product (1.0 means a 100% yield; for example, 0.34 means a 34% yield). From a dataset of Reaction yield outcomes from USPTO patents with 853,638 reactions. (1) The reactants are [C:1]([C:3]1([NH:8]S(C(C)(C)C)=O)[CH2:7][CH2:6][O:5][CH2:4]1)#[N:2].Cl[C:16](Cl)([O:18]C(=O)OC(Cl)(Cl)Cl)Cl.[Cl:27][C:28]1[CH:29]=[C:30]([C:35]2[C:43]([C:44]([NH2:46])=[O:45])=[C:38]3[CH2:39][NH:40][CH2:41][CH2:42][N:37]3[N:36]=2)[CH:31]=[CH:32][C:33]=1[F:34]. The catalyst is C1COCC1.O. The product is [Cl:27][C:28]1[CH:29]=[C:30]([C:35]2[C:43]([C:44]([NH2:46])=[O:45])=[C:38]3[CH2:39][N:40]([C:16]([NH:8][C:3]4([C:1]#[N:2])[CH2:7][CH2:6][O:5][CH2:4]4)=[O:18])[CH2:41][CH2:42][N:37]3[N:36]=2)[CH:31]=[CH:32][C:33]=1[F:34]. The yield is 0.230. (2) The reactants are [NH2:1][C:2]1[N:7]=[CH:6][C:5]([C:8]2[CH:13]=[CH:12][C:11]([C:14]3[CH:19]=[CH:18][CH:17]=[CH:16][C:15]=3[S:20]([N:23]3[CH2:28][CH2:27][N:26](C(OC(C)(C)C)=O)[CH2:25][C@H:24]3[CH3:36])(=[O:22])=[O:21])=[CH:10][C:9]=2[F:37])=[CH:4][N:3]=1.C(Cl)Cl.C(O)(C(F)(F)F)=O. No catalyst specified. The product is [F:37][C:9]1[CH:10]=[C:11]([C:14]2[CH:19]=[CH:18][CH:17]=[CH:16][C:15]=2[S:20]([N:23]2[CH2:28][CH2:27][NH:26][CH2:25][C@H:24]2[CH3:36])(=[O:22])=[O:21])[CH:12]=[CH:13][C:8]=1[C:5]1[CH:6]=[N:7][C:2]([NH2:1])=[N:3][CH:4]=1. The yield is 0.850. (3) The reactants are [CH3:1][O:2][C:3]1[CH:4]=[C:5](/[CH:13]=[CH:14]/[C:15]2[CH:20]=[CH:19][CH:18]=[CH:17][CH:16]=2)[CH:6]=[C:7]([O:11][CH3:12])[C:8]=1[CH2:9][CH3:10].[CH3:21][O:22][C:23]1[CH:24]=[C:25](/[CH:32]=[CH:33]/[C:34]2[CH:39]=[CH:38][CH:37]=[CH:36][CH:35]=2)[CH:26]=[C:27]([O:30][CH3:31])[C:28]=1Br.C(I)C. The catalyst is C1COCC1.O. The product is [CH3:12][O:11][C:7]1[CH:6]=[C:5](/[CH:13]=[CH:14]/[C:15]2[CH:16]=[CH:17][CH:18]=[CH:19][CH:20]=2)[CH:4]=[C:3]([O:2][CH3:1])[C:8]=1[CH2:9][CH3:10].[CH3:31][O:30][C:27]1[CH:26]=[C:25](/[CH:32]=[CH:33]/[C:34]2[CH:39]=[CH:38][CH:37]=[CH:36][CH:35]=2)[CH:24]=[C:23]([O:22][CH3:21])[CH:28]=1. The yield is 0.700. (4) No catalyst specified. The yield is 0.757. The product is [CH3:15][C:16]1[N:17]=[CH:18][S:19][C:20]=1[CH2:21][NH:6][C:5]1[CH:7]=[CH:8][C:9]([C:10]2[O:14][CH:13]=[N:12][CH:11]=2)=[C:3]([O:2][CH3:1])[CH:4]=1. The reactants are [CH3:1][O:2][C:3]1[CH:4]=[C:5]([CH:7]=[CH:8][C:9]=1[C:10]1[O:14][CH:13]=[N:12][CH:11]=1)[NH2:6].[CH3:15][C:16]1[N:17]=[CH:18][S:19][C:20]=1[CH:21]=O. (5) The reactants are [C:1]([N:4]1[C:13]2[C:8](=[CH:9][C:10](Br)=[CH:11][CH:12]=2)[C@H:7]([NH:15]C(=O)OCC2C=CC=CC=2)[C@@H:6]([CH3:26])[C@@H:5]1[CH:27]1[CH2:29][CH2:28]1)(=[O:3])[CH3:2].[N:30]1([C:36]([O:38][C:39]([CH3:42])([CH3:41])[CH3:40])=[O:37])[CH2:35][CH2:34][NH:33][CH2:32][CH2:31]1.CN(C1C(C2C(P(C3CCCCC3)C3CCCCC3)=CC=CC=2)=CC=CC=1)C. The catalyst is O1CCOCC1.C1C=CC(/C=C/C(/C=C/C2C=CC=CC=2)=O)=CC=1.C1C=CC(/C=C/C(/C=C/C2C=CC=CC=2)=O)=CC=1.C1C=CC(/C=C/C(/C=C/C2C=CC=CC=2)=O)=CC=1.[Pd].[Pd]. The product is [C:1]([N:4]1[C:13]2[C:8](=[CH:9][C:10]([N:33]3[CH2:34][CH2:35][N:30]([C:36]([O:38][C:39]([CH3:42])([CH3:41])[CH3:40])=[O:37])[CH2:31][CH2:32]3)=[CH:11][CH:12]=2)[C@H:7]([NH2:15])[C@@H:6]([CH3:26])[C@@H:5]1[CH:27]1[CH2:29][CH2:28]1)(=[O:3])[CH3:2]. The yield is 0.390. (6) The reactants are Br[CH2:2][C:3]1[CH:12]=[CH:11][C:10]([O:13][CH2:14][CH3:15])=[CH:9][C:4]=1[C:5]([O:7]C)=O.[NH2:16][CH2:17][C:18]1[C:19](=[O:26])[NH:20][C:21]([CH3:25])=[CH:22][C:23]=1[CH3:24]. The catalyst is CO. The product is [CH3:24][C:23]1[CH:22]=[C:21]([CH3:25])[NH:20][C:19](=[O:26])[C:18]=1[CH2:17][N:16]1[CH2:2][C:3]2[C:4](=[CH:9][C:10]([O:13][CH2:14][CH3:15])=[CH:11][CH:12]=2)[C:5]1=[O:7]. The yield is 0.0440. (7) The reactants are [CH3:1][C@H:2]1[CH2:7][NH:6][CH2:5][CH2:4][N:3]1[C:8]([O:10][C:11]([CH3:14])([CH3:13])[CH3:12])=[O:9].F[C:16]1[CH:23]=[CH:22][C:19]([C:20]#[N:21])=[CH:18][CH:17]=1.C([O-])([O-])=O.[K+].[K+]. The catalyst is CC(=O)OCC. The product is [C:20]([C:19]1[CH:22]=[CH:23][C:16]([N:6]2[CH2:5][CH2:4][N:3]([C:8]([O:10][C:11]([CH3:13])([CH3:12])[CH3:14])=[O:9])[C@@H:2]([CH3:1])[CH2:7]2)=[CH:17][CH:18]=1)#[N:21]. The yield is 0.300.